This data is from Reaction yield outcomes from USPTO patents with 853,638 reactions. The task is: Predict the reaction yield, written as a fraction of the theoretical maximum amount of product (1.0 means a 100% yield; for example, 0.34 means a 34% yield). (1) The product is [CH2:30]([O:29][C:27](=[O:28])/[CH:26]=[CH:25]/[C:19]1[C:20]([CH3:24])=[N:21][N:22]([CH3:23])[C:18]=1[N:15]1[C:16]2[C:12](=[CH:11][CH:10]=[C:9]([O:8][CH:7]([CH3:32])[C:6]([OH:33])=[O:5])[CH:17]=2)[CH:13]=[CH:14]1)[CH3:31]. The catalyst is FC(F)(F)C(O)=O. The yield is 0.830. The reactants are C([O:5][C:6](=[O:33])[CH:7]([CH3:32])[O:8][C:9]1[CH:17]=[C:16]2[C:12]([CH:13]=[CH:14][N:15]2[C:18]2[N:22]([CH3:23])[N:21]=[C:20]([CH3:24])[C:19]=2/[CH:25]=[CH:26]/[C:27]([O:29][CH2:30][CH3:31])=[O:28])=[CH:11][CH:10]=1)(C)(C)C. (2) The reactants are [F:1][C:2]([F:23])([F:22])[C:3](=O)[CH2:4][C:5]1[CH:10]=[C:9]([O:11][CH3:12])[CH:8]=[CH:7][C:6]=1[NH:13]C(=O)OC(C)(C)C.FC(F)(F)C(O)=O.O. The catalyst is C(Cl)Cl. The product is [F:1][C:2]([F:23])([F:22])[C:3]1[NH:13][C:6]2[C:5]([CH:4]=1)=[CH:10][C:9]([O:11][CH3:12])=[CH:8][CH:7]=2. The yield is 0.700.